Dataset: Forward reaction prediction with 1.9M reactions from USPTO patents (1976-2016). Task: Predict the product of the given reaction. (1) Given the reactants [Br:1][C:2]1[CH:3]=[C:4]([CH2:8][C:9]([O:11][CH3:12])=[O:10])[CH:5]=[N:6][CH:7]=1.[H-].[Na+].Br[CH2:16][CH2:17]Br.O, predict the reaction product. The product is: [Br:1][C:2]1[CH:3]=[C:4]([C:8]2([C:9]([O:11][CH3:12])=[O:10])[CH2:17][CH2:16]2)[CH:5]=[N:6][CH:7]=1. (2) Given the reactants [CH3:1][C:2]1[N:7]=C(C#N)[C:5]([C:10]2[N:15]=[CH:14][CH:13]=[CH:12][N:11]=2)=[CH:4][CH:3]=1.[OH-:16].[Na+].Cl.[CH3:19][CH2:20][OH:21], predict the reaction product. The product is: [CH3:1][C:2]1[N:7]=[C:19]([C:20]([OH:16])=[O:21])[C:5]([C:10]2[N:15]=[CH:14][CH:13]=[CH:12][N:11]=2)=[CH:4][CH:3]=1. (3) Given the reactants [CH3:1][O:2][C:3]1[CH:4]=[C:5]2[C:9](=[CH:10][C:11]=1[O:12][CH2:13][CH2:14][O:15][CH3:16])[N:8]([CH3:17])[CH:7]=[C:6]2[C:18]1[N:26](S(C2C=CC(C)=CC=2)(=O)=O)[C:21]2=[N:22][CH:23]=[CH:24][CH:25]=[C:20]2[CH:19]=1.[OH-].[K+], predict the reaction product. The product is: [CH3:1][O:2][C:3]1[CH:4]=[C:5]2[C:9](=[CH:10][C:11]=1[O:12][CH2:13][CH2:14][O:15][CH3:16])[N:8]([CH3:17])[CH:7]=[C:6]2[C:18]1[NH:26][C:21]2=[N:22][CH:23]=[CH:24][CH:25]=[C:20]2[CH:19]=1. (4) Given the reactants [CH2:1]([NH:8][C:9](=[O:43])[C:10]1[C:15]([OH:16])=[CH:14][CH:13]=[C:12]([C:17]2[C:18]([N:37]([CH3:42])[S:38]([CH3:41])(=[O:40])=[O:39])=[CH:19][C:20]3[O:24][C:23]([C:25]4[CH:30]=[CH:29][C:28]([F:31])=[CH:27][CH:26]=4)=[C:22]([C:32](=[O:35])[NH:33][CH3:34])[C:21]=3[CH:36]=2)[N:11]=1)[C:2]1[CH:7]=[CH:6][CH:5]=[CH:4][CH:3]=1.[C:44]([O-])([O-])=O.[Cs+].[Cs+].ClCI, predict the reaction product. The product is: [CH2:1]([N:8]1[C:9](=[O:43])[C:10]2[N:11]=[C:12]([C:17]3[C:18]([N:37]([CH3:42])[S:38]([CH3:41])(=[O:40])=[O:39])=[CH:19][C:20]4[O:24][C:23]([C:25]5[CH:30]=[CH:29][C:28]([F:31])=[CH:27][CH:26]=5)=[C:22]([C:32]([NH:33][CH3:34])=[O:35])[C:21]=4[CH:36]=3)[CH:13]=[CH:14][C:15]=2[O:16][CH2:44]1)[C:2]1[CH:7]=[CH:6][CH:5]=[CH:4][CH:3]=1. (5) Given the reactants [C:1](Cl)(=[O:4])[CH:2]=[CH2:3].[CH3:6][O:7][C:8]1[CH:13]=[C:12]([N:14]2[CH2:19][CH2:18][N:17]([CH3:20])[CH2:16][CH2:15]2)[C:11]([NH2:21])=[CH:10][C:9]=1[NH:22][C:23]1[N:28]=[C:27]([C:29]2[C:37]3[C:32](=[CH:33][CH:34]=[CH:35][CH:36]=3)[N:31]([CH3:38])[CH:30]=2)[CH:26]=[CH:25][N:24]=1.CCN(C(C)C)C(C)C, predict the reaction product. The product is: [CH3:6][O:7][C:8]1[C:9]([NH:22][C:23]2[N:28]=[C:27]([C:29]3[C:37]4[C:32](=[CH:33][CH:34]=[CH:35][CH:36]=4)[N:31]([CH3:38])[CH:30]=3)[CH:26]=[CH:25][N:24]=2)=[CH:10][C:11]([NH:21][C:1](=[O:4])[CH:2]=[CH2:3])=[C:12]([N:14]2[CH2:19][CH2:18][N:17]([CH3:20])[CH2:16][CH2:15]2)[CH:13]=1. (6) Given the reactants [CH3:1][C:2]1[CH:3]=[C:4]([CH2:7][NH:8][C:9]([C:11]23[CH2:20][CH:15]4[CH2:16][CH:17]([CH2:19][CH:13]([CH2:14]4)[CH2:12]2)[CH2:18]3)=[O:10])[S:5][CH:6]=1.[H-].[Na+].[CH3:23]I, predict the reaction product. The product is: [CH3:23][N:8]([CH2:7][C:4]1[S:5][CH:6]=[C:2]([CH3:1])[CH:3]=1)[C:9]([C:11]12[CH2:18][CH:17]3[CH2:16][CH:15]([CH2:14][CH:13]([CH2:19]3)[CH2:12]1)[CH2:20]2)=[O:10].